Dataset: Reaction yield outcomes from USPTO patents with 853,638 reactions. Task: Predict the reaction yield, written as a fraction of the theoretical maximum amount of product (1.0 means a 100% yield; for example, 0.34 means a 34% yield). (1) The reactants are C(OC(=O)[N:7]([CH2:47][CH3:48])[CH2:8][C:9]1[CH:10]=[N:11][CH:12]=[C:13]([C:16]2[CH:17]=[C:18]3[C:22](=[CH:23][CH:24]=2)[N:21](C2CCCCO2)[N:20]=[C:19]3[C:31]2[NH:32][C:33]([C:42](=[O:46])[NH:43][CH2:44][CH3:45])=[C:34]([C:36]3[CH:41]=[CH:40][CH:39]=[CH:38][CH:37]=3)[N:35]=2)[C:14]=1[CH3:15])(C)(C)C.C(O)(C(F)(F)F)=O.C([SiH](CC)CC)C. The catalyst is C(Cl)Cl. The product is [CH2:44]([NH:43][C:42]([C:33]1[NH:32][C:31]([C:19]2[C:18]3[C:22](=[CH:23][CH:24]=[C:16]([C:13]4[CH:12]=[N:11][CH:10]=[C:9]([CH2:8][NH:7][CH2:47][CH3:48])[C:14]=4[CH3:15])[CH:17]=3)[NH:21][N:20]=2)=[N:35][C:34]=1[C:36]1[CH:37]=[CH:38][CH:39]=[CH:40][CH:41]=1)=[O:46])[CH3:45]. The yield is 0.710. (2) The reactants are [CH:1]([C:3]1[CH:8]=[CH:7][CH:6]=[CH:5][C:4]=1[NH:9][C:10](=O)[CH2:11][CH3:12])=O.[NH3:14]. No catalyst specified. The product is [CH2:11]([C:10]1[N:14]=[CH:1][C:3]2[C:4](=[CH:5][CH:6]=[CH:7][CH:8]=2)[N:9]=1)[CH3:12]. The yield is 1.00. (3) The reactants are [CH3:1][O:2][C:3]1([C:21]2[CH:26]=[CH:25][CH:24]=[CH:23][CH:22]=2)[CH2:8][CH2:7][C:6]2[C:9]([C:18]([OH:20])=O)=[CH:10][C:11]3[N:12]([CH3:17])[C:13]([CH3:16])=[N:14][C:15]=3[C:5]=2[O:4]1.CN(C(O[N:42]1N=[N:42][C:37]2[CH:38]=[CH:39][CH:39]=[CH:38][C:37]1=2)=[N+](C)C)C.[B-](F)(F)(F)F.CCN(C(C)C)C(C)C.N1CCC1. The catalyst is CN(C)C=O.O. The product is [N:42]1([C:18]([C:9]2[C:6]3[CH2:7][CH2:8][C:3]([O:2][CH3:1])([C:21]4[CH:26]=[CH:25][CH:24]=[CH:23][CH:22]=4)[O:4][C:5]=3[C:15]3[N:14]=[C:13]([CH3:16])[N:12]([CH3:17])[C:11]=3[CH:10]=2)=[O:20])[CH2:39][CH2:38][CH2:37]1. The yield is 0.720. (4) The reactants are [OH:1][C:2]1[CH:10]=[CH:9][C:8]([C:11]2[N:12]([C:27]([O:29][C:30]([CH3:33])([CH3:32])[CH3:31])=[O:28])[C:13]3[C:18]([CH:19]=2)=[CH:17][C:16]([CH2:20][N:21]2[CH2:26][CH2:25][CH2:24][CH2:23][CH2:22]2)=[CH:15][CH:14]=3)=[C:7]2[C:3]=1[CH2:4][NH:5][C:6]2=[O:34].C(N(CC)CC)C.[F:42][C:43]1[CH:44]=[C:45]([S:49](Cl)(=[O:51])=[O:50])[CH:46]=[CH:47][CH:48]=1. The catalyst is C(#N)C. The product is [F:42][C:43]1[CH:44]=[C:45]([S:49]([O:1][C:2]2[CH:10]=[CH:9][C:8]([C:11]3[N:12]([C:27]([O:29][C:30]([CH3:31])([CH3:33])[CH3:32])=[O:28])[C:13]4[C:18]([CH:19]=3)=[CH:17][C:16]([CH2:20][N:21]3[CH2:26][CH2:25][CH2:24][CH2:23][CH2:22]3)=[CH:15][CH:14]=4)=[C:7]3[C:3]=2[CH2:4][NH:5][C:6]3=[O:34])(=[O:51])=[O:50])[CH:46]=[CH:47][CH:48]=1. The yield is 0.600. (5) The reactants are [F:1][C:2]1[CH:7]=[C:6]([F:8])[CH:5]=[CH:4][C:3]=1[N:9]1[C:17](=[O:18])[C:16]2[C@H:15]3[C:19]([CH3:21])([CH3:20])[C@:12]([CH3:22])([CH2:13][CH2:14]3)[C:11]=2[NH:10]1.[I-].[Na+].[F:25][C:26]1[CH:33]=[C:32]([F:34])[CH:31]=[CH:30][C:27]=1[CH2:28]Br.C(OCC)(=O)C. The catalyst is CN(C)C=O. The product is [F:25][C:26]1[CH:33]=[C:32]([F:34])[CH:31]=[CH:30][C:27]=1[CH2:28][N:10]1[C:11]2[C@:12]3([CH3:22])[C:19]([CH3:21])([CH3:20])[C@@H:15]([CH2:14][CH2:13]3)[C:16]=2[C:17](=[O:18])[N:9]1[C:3]1[CH:4]=[CH:5][C:6]([F:8])=[CH:7][C:2]=1[F:1]. The yield is 0.580. (6) The reactants are Cl.[C:2]([C:6]1[CH:11]=[CH:10][C:9]([CH:12]2[C:16]3[C:17]([CH3:24])=[C:18]([NH2:23])[C:19]([CH3:22])=[C:20]([CH3:21])[C:15]=3[O:14][C:13]2([CH3:26])[CH3:25])=[CH:8][CH:7]=1)([CH3:5])([CH3:4])[CH3:3].[C:27]([CH2:31][C:32](Cl)=[O:33])([CH3:30])([CH3:29])[CH3:28].C(N(CC)CC)C.O. The catalyst is ClCCl. The product is [C:2]([C:6]1[CH:11]=[CH:10][C:9]([CH:12]2[C:16]3[C:17]([CH3:24])=[C:18]([NH:23][C:32](=[O:33])[CH2:31][C:27]([CH3:30])([CH3:29])[CH3:28])[C:19]([CH3:22])=[C:20]([CH3:21])[C:15]=3[O:14][C:13]2([CH3:26])[CH3:25])=[CH:8][CH:7]=1)([CH3:5])([CH3:4])[CH3:3]. The yield is 0.410. (7) The reactants are [F:1][C:2]1[CH:7]=[CH:6][C:5](I)=[CH:4][CH:3]=1.[NH:9]1[CH:13]=[CH:12][C:11]([C:14]([O:16][CH2:17][CH3:18])=[O:15])=[N:10]1.CN(C)[C@@H]1CCCC[C@H]1N.C(=O)([O-])[O-].[K+].[K+]. The catalyst is C1(C)C=CC=CC=1.[Cu]I. The product is [F:1][C:2]1[CH:7]=[CH:6][C:5]([N:9]2[CH:13]=[CH:12][C:11]([C:14]([O:16][CH2:17][CH3:18])=[O:15])=[N:10]2)=[CH:4][CH:3]=1. The yield is 0.770. (8) The reactants are C[O:2][C:3]1[CH:8]=[CH:7][C:6]([CH:9]=[C:10]([CH3:17])[CH2:11][C:12]([O:14][CH2:15][CH3:16])=[O:13])=[CH:5][CH:4]=1.COC1C=CC(CC(CCC2C=CC=CC=2)CC(OC)=O)=CC=1. No catalyst specified. The product is [OH:2][C:3]1[CH:4]=[CH:5][C:6]([CH:9]=[C:10]([CH3:17])[CH2:11][C:12]([O:14][CH2:15][CH3:16])=[O:13])=[CH:7][CH:8]=1. The yield is 0.340. (9) The product is [CH3:25][N:6]1[C:2]([CH3:1])=[C:3]([C:18]([O:20][CH2:21][CH3:22])=[O:19])[C:4]([C:12]2[CH:17]=[CH:16][CH:15]=[CH:14][CH:13]=2)=[C:5]1[C:7]([O:9][CH2:10][CH3:11])=[O:8]. The yield is 0.900. The catalyst is O1CCCC1. The reactants are [CH3:1][C:2]1[NH:6][C:5]([C:7]([O:9][CH2:10][CH3:11])=[O:8])=[C:4]([C:12]2[CH:17]=[CH:16][CH:15]=[CH:14][CH:13]=2)[C:3]=1[C:18]([O:20][CH2:21][CH3:22])=[O:19].[H-].[Na+].[CH3:25]I. (10) The reactants are Cl[C:2]1[NH:10][C:9]2[C:4](=[N:5][CH:6]=[CH:7][CH:8]=2)[C:3]=1[C:11]#[N:12].[NH:13]1[CH2:17][CH:16]=[CH:15][CH2:14]1. No catalyst specified. The product is [N:13]1([C:2]2[NH:10][C:9]3[C:4](=[N:5][CH:6]=[CH:7][CH:8]=3)[C:3]=2[C:11]#[N:12])[CH2:17][CH:16]=[CH:15][CH2:14]1. The yield is 0.300.